This data is from Catalyst prediction with 721,799 reactions and 888 catalyst types from USPTO. The task is: Predict which catalyst facilitates the given reaction. (1) The catalyst class is: 8. Reactant: [CH:1](=[O:15])[CH:2]=[CH:3][CH:4]=[CH:5][CH:6]=[CH:7][CH:8]=[CH:9][CH:10]=[CH:11][CH:12]=[CH:13][CH3:14].[BH4-].[Na+].C(OCC)(=O)C.O. Product: [CH2:1]([OH:15])[CH:2]=[CH:3][CH:4]=[CH:5][CH:6]=[CH:7][CH:8]=[CH:9][CH:10]=[CH:11][CH:12]=[CH:13][CH3:14]. (2) Reactant: [NH2:1][C:2]1[CH:3]=[C:4]([C:8]2[C:22]([C:23]3[CH:28]=[CH:27][N:26]=[C:25]([NH:29][CH:30]4[CH2:34][CH2:33][CH2:32][CH2:31]4)[N:24]=3)=[C:11]3[CH:12]=[CH:13][CH:14]=[C:15]([NH:16][CH:17]4[CH2:21][CH2:20][CH2:19][CH2:18]4)[N:10]3[N:9]=2)[CH:5]=[CH:6][CH:7]=1.C(N(CC)CC)C.[C:42](Cl)(=[O:44])[CH3:43].O. Product: [CH:17]1([NH:16][C:15]2[N:10]3[N:9]=[C:8]([C:4]4[CH:3]=[C:2]([NH:1][C:42](=[O:44])[CH3:43])[CH:7]=[CH:6][CH:5]=4)[C:22]([C:23]4[CH:28]=[CH:27][N:26]=[C:25]([NH:29][CH:30]5[CH2:31][CH2:32][CH2:33][CH2:34]5)[N:24]=4)=[C:11]3[CH:12]=[CH:13][CH:14]=2)[CH2:21][CH2:20][CH2:19][CH2:18]1. The catalyst class is: 9. (3) Reactant: [Si]([O:8][CH:9]([CH2:20][O:21][C:22]1[CH:27]=[CH:26][CH:25]=[C:24]([C:28]2[N:33]=[C:32]3[N:34]([CH:37]([CH3:39])[CH3:38])[N:35]=[CH:36][C:31]3=[C:30]([NH:40][C:41]([NH:43][CH:44]3[CH2:49][CH2:48][O:47][CH2:46][CH2:45]3)=[O:42])[CH:29]=2)[CH:23]=1)[CH2:10][N:11](C)[C:12](=O)OC(C)(C)C)(C(C)(C)C)(C)C.Cl.C(O)=O. Product: [OH:8][CH:9]([CH2:10][NH:11][CH3:12])[CH2:20][O:21][C:22]1[CH:23]=[C:24]([C:28]2[N:33]=[C:32]3[N:34]([CH:37]([CH3:39])[CH3:38])[N:35]=[CH:36][C:31]3=[C:30]([NH:40][C:41]([NH:43][CH:44]3[CH2:45][CH2:46][O:47][CH2:48][CH2:49]3)=[O:42])[CH:29]=2)[CH:25]=[CH:26][CH:27]=1. The catalyst class is: 5. (4) Reactant: [CH3:1][O:2][C:3]1[CH:4]=[C:5]([CH2:13][CH2:14][C:15](Cl)=[O:16])[CH:6]=[CH:7][C:8]=1[O:9][CH2:10][C:11]#[CH:12].Cl.[CH:19]1[C:28]2[CH2:27][CH2:26][CH2:25][CH2:24][C:23]=2[CH:22]=[CH:21][C:20]=1[CH2:29][NH2:30]. Product: [CH:19]1[C:28]2[CH2:27][CH2:26][CH2:25][CH2:24][C:23]=2[CH:22]=[CH:21][C:20]=1[CH2:29][NH:30][C:15](=[O:16])[CH2:14][CH2:13][C:5]1[CH:6]=[CH:7][C:8]([O:9][CH2:10][C:11]#[CH:12])=[C:3]([O:2][CH3:1])[CH:4]=1. The catalyst class is: 66. (5) Reactant: CCN(C(C)C)C(C)C.[C:10]([NH:13][C:14]1[CH:15]=[C:16]([N:20]2[C:24]3[CH:25]=[CH:26][C:27]([C:29](O)=[O:30])=[CH:28][C:23]=3[N:22]=[CH:21]2)[CH:17]=[CH:18][CH:19]=1)(=[O:12])[CH3:11].C(Cl)CCl.C1C=CC2N(O)N=NC=2C=1.[NH2:46][CH2:47][C:48]1[CH:49]=[N:50][CH:51]=[CH:52][CH:53]=1. Product: [C:10]([NH:13][C:14]1[CH:15]=[C:16]([N:20]2[C:24]3[CH:25]=[CH:26][C:27]([C:29]([NH:46][CH2:47][C:48]4[CH:49]=[N:50][CH:51]=[CH:52][CH:53]=4)=[O:30])=[CH:28][C:23]=3[N:22]=[CH:21]2)[CH:17]=[CH:18][CH:19]=1)(=[O:12])[CH3:11]. The catalyst class is: 44. (6) Reactant: [O:1]1[CH:5]=[CH:4][C:3](B(O)O)=[CH:2]1.[F-].[Cs+].Cl[C:12]1[CH:20]=[C:19]2[C:15]([C:16]([NH:29][C:30](=[O:34])[CH2:31][CH2:32][CH3:33])=[N:17][N:18]2[CH2:21][O:22][CH2:23][CH2:24][Si:25]([CH3:28])([CH3:27])[CH3:26])=[CH:14][CH:13]=1. Product: [O:1]1[CH:5]=[CH:4][C:3]([C:12]2[CH:20]=[C:19]3[C:15]([C:16]([NH:29][C:30](=[O:34])[CH2:31][CH2:32][CH3:33])=[N:17][N:18]3[CH2:21][O:22][CH2:23][CH2:24][Si:25]([CH3:28])([CH3:26])[CH3:27])=[CH:14][CH:13]=2)=[CH:2]1. The catalyst class is: 160.